Dataset: Catalyst prediction with 721,799 reactions and 888 catalyst types from USPTO. Task: Predict which catalyst facilitates the given reaction. (1) Reactant: [CH:1]1([C:6]2[CH:11]=[CH:10][C:9]([S:12]([NH:15][C:16]3[CH:20]=[CH:19][S:18][C:17]=3[C:21]([O:23]C)=[O:22])(=[O:14])=[O:13])=[C:8]([F:25])[CH:7]=2)[CH2:5][CH2:4][CH2:3][CH2:2]1.[OH-].[Na+]. Product: [CH:1]1([C:6]2[CH:11]=[CH:10][C:9]([S:12]([NH:15][C:16]3[CH:20]=[CH:19][S:18][C:17]=3[C:21]([OH:23])=[O:22])(=[O:13])=[O:14])=[C:8]([F:25])[CH:7]=2)[CH2:2][CH2:3][CH2:4][CH2:5]1. The catalyst class is: 83. (2) Reactant: O[CH2:2][C:3]1[CH:8]=[CH:7][C:6]([C:9]2[CH:13]=[C:12]([CH2:14][CH:15]([CH3:17])[CH3:16])[S:11][C:10]=2[S:18]([NH:21][C:22]([CH3:25])([CH3:24])[CH3:23])(=[O:20])=[O:19])=[CH:5][CH:4]=1.C1C=CC(P(C2C=CC=CC=2)C2C=CC=CC=2)=CC=1.C(Br)(Br)(Br)[Br:46]. Product: [Br:46][CH2:2][C:3]1[CH:8]=[CH:7][C:6]([C:9]2[CH:13]=[C:12]([CH2:14][CH:15]([CH3:17])[CH3:16])[S:11][C:10]=2[S:18]([NH:21][C:22]([CH3:25])([CH3:24])[CH3:23])(=[O:20])=[O:19])=[CH:5][CH:4]=1. The catalyst class is: 39.